The task is: Predict which catalyst facilitates the given reaction.. This data is from Catalyst prediction with 721,799 reactions and 888 catalyst types from USPTO. (1) Reactant: [C:1](#[N:4])[CH:2]=[CH2:3].[CH2:5](O)[CH3:6].[CH2:8]([NH2:26])[CH2:9][CH2:10][CH2:11][CH2:12][CH2:13][CH2:14][CH2:15][CH2:16][CH2:17][CH2:18][CH2:19][CH2:20][CH2:21][CH2:22][CH2:23][CH2:24][CH3:25].O.[NH3:28].[C:29](O)(=O)C. The catalyst class is: 6. Product: [C:29]([CH2:5][CH2:6][N:26]([CH2:8][CH2:9][CH2:10][CH2:11][CH2:12][CH2:13][CH2:14][CH2:15][CH2:16][CH2:17][CH2:18][CH2:19][CH2:20][CH2:21][CH2:22][CH2:23][CH2:24][CH3:25])[CH2:3][CH2:2][C:1]#[N:4])#[N:28]. (2) Reactant: [C:1]([O:5][C:6]([N:8]([C:16]1[C:21]([O:22][CH3:23])=[CH:20][C:19]([Cl:24])=[C:18]([CH3:25])[C:17]=1[Br:26])C(OC(C)(C)C)=O)=[O:7])([CH3:4])([CH3:3])[CH3:2].C(=O)([O-])[O-].[K+].[K+]. Product: [C:1]([O:5][C:6](=[O:7])[NH:8][C:16]1[C:21]([O:22][CH3:23])=[CH:20][C:19]([Cl:24])=[C:18]([CH3:25])[C:17]=1[Br:26])([CH3:4])([CH3:2])[CH3:3]. The catalyst class is: 5.